Dataset: Catalyst prediction with 721,799 reactions and 888 catalyst types from USPTO. Task: Predict which catalyst facilitates the given reaction. (1) Reactant: CN(OC)[C:3](=[O:12])[C:4]1[CH:9]=[CH:8][CH:7]=[C:6]([O:10][CH3:11])[CH:5]=1.[CH2:15]([Mg]Cl)[CH2:16][CH2:17][CH3:18].Cl. Product: [CH3:11][O:10][C:6]1[CH:5]=[C:4]([C:3](=[O:12])[CH2:15][CH2:16][CH2:17][CH3:18])[CH:9]=[CH:8][CH:7]=1. The catalyst class is: 1. (2) Product: [C:18]([C:17]1[N:13]([CH3:12])[C:14]([C:2]2[CH:7]=[CH:6][C:5]([CH2:8][NH:9][C:10]#[N:11])=[CH:4][CH:3]=2)=[CH:15][CH:16]=1)#[N:19]. Reactant: Br[C:2]1[CH:7]=[CH:6][C:5]([CH2:8][NH:9][C:10]#[N:11])=[CH:4][CH:3]=1.[CH3:12][N:13]1[C:17]([C:18]#[N:19])=[CH:16][CH:15]=[C:14]1B(O)O.C(=O)([O-])[O-].[K+].[K+].COC(OC)COCC(OC)OC.O. The catalyst class is: 103. (3) Reactant: [Cl:1][C:2]1[C:7]([F:8])=[CH:6][N:5]=[C:4]2[CH:9]=[N:10][NH:11][C:3]=12.C([O-])([O-])=O.[Cs+].[Cs+].Cl[CH2:19][C:20]([CH3:23])([OH:22])[CH3:21].O. Product: [Cl:1][C:2]1[C:3]2[C:4](=[CH:9][N:10]([CH2:19][C:20]([CH3:23])([OH:22])[CH3:21])[N:11]=2)[N:5]=[CH:6][C:7]=1[F:8].[Cl:1][C:2]1[C:7]([F:8])=[CH:6][N:5]=[C:4]2[CH:9]=[N:10][N:11]([CH2:19][C:20]([CH3:23])([OH:22])[CH3:21])[C:3]=12. The catalyst class is: 3. (4) Reactant: [CH3:1][C:2](=[CH2:14])[CH2:3][CH2:4][C:5]1[CH:13]=[CH:12][C:8]([C:9]([OH:11])=O)=[CH:7][CH:6]=1.Cl.C([NH:26][CH2:27][CH2:28][CH2:29][CH2:30][NH2:31])(OCC1C=CC=CC=1)=O. Product: [NH2:26][CH2:27][CH2:28][CH2:29][CH2:30][NH:31][C:9](=[O:11])[C:8]1[CH:7]=[CH:6][C:5]([CH2:4][CH2:3][CH:2]([CH3:1])[CH3:14])=[CH:13][CH:12]=1. The catalyst class is: 45.